This data is from Full USPTO retrosynthesis dataset with 1.9M reactions from patents (1976-2016). The task is: Predict the reactants needed to synthesize the given product. (1) The reactants are: Br[C:2]1[CH:19]=[CH:18][C:5]2[CH2:6][N:7]([C:11]([O:13][C:14]([CH3:17])([CH3:16])[CH3:15])=[O:12])[CH2:8][CH2:9][O:10][C:4]=2[CH:3]=1.[Cl:20][C:21]1[CH:26]=[CH:25][C:24](B(O)O)=[CH:23][CH:22]=1.O. Given the product [Cl:20][C:21]1[CH:26]=[CH:25][C:24]([C:2]2[CH:19]=[CH:18][C:5]3[CH2:6][N:7]([C:11]([O:13][C:14]([CH3:17])([CH3:16])[CH3:15])=[O:12])[CH2:8][CH2:9][O:10][C:4]=3[CH:3]=2)=[CH:23][CH:22]=1, predict the reactants needed to synthesize it. (2) Given the product [CH3:19][C@@H:20]1[CH2:25][N:24]([CH2:11][C:10]2[CH:13]=[CH:14][C:7]([N:1]3[CH2:6][CH2:5][O:4][CH2:3][CH2:2]3)=[CH:8][C:9]=2[C:15]([F:18])([F:17])[F:16])[CH2:23][CH2:22][N:21]1[C:26]([O:28][C:29]([CH3:30])([CH3:32])[CH3:31])=[O:27], predict the reactants needed to synthesize it. The reactants are: [N:1]1([C:7]2[CH:14]=[CH:13][C:10]([CH:11]=O)=[C:9]([C:15]([F:18])([F:17])[F:16])[CH:8]=2)[CH2:6][CH2:5][O:4][CH2:3][CH2:2]1.[CH3:19][C@@H:20]1[CH2:25][NH:24][CH2:23][CH2:22][N:21]1[C:26]([O:28][C:29]([CH3:32])([CH3:31])[CH3:30])=[O:27].ClCCCl.C(O[BH-](OC(=O)C)OC(=O)C)(=O)C.[Na+]. (3) Given the product [Cl:1][C:2]1[CH:10]=[CH:9][CH:8]=[CH:7][C:3]=1[C:4]([NH:17][CH2:16][CH:15]([C:18]1[CH:23]=[N:22][C:21]([CH3:24])=[CH:20][N:19]=1)[CH2:14][CH:11]1[CH2:13][CH2:12]1)=[O:6], predict the reactants needed to synthesize it. The reactants are: [Cl:1][C:2]1[CH:10]=[CH:9][CH:8]=[CH:7][C:3]=1[C:4]([OH:6])=O.[CH:11]1([CH2:14][CH:15]([C:18]2[CH:23]=[N:22][C:21]([CH3:24])=[CH:20][N:19]=2)[CH2:16][NH2:17])[CH2:13][CH2:12]1. (4) Given the product [CH:12]1([C:8]2[N:4]3[CH:5]=[CH:6][N:7]=[C:2]([NH2:16])[C:3]3=[C:10]([I:11])[N:9]=2)[CH2:15][CH2:14][CH2:13]1, predict the reactants needed to synthesize it. The reactants are: Cl[C:2]1[C:3]2[N:4]([C:8]([CH:12]3[CH2:15][CH2:14][CH2:13]3)=[N:9][C:10]=2[I:11])[CH:5]=[CH:6][N:7]=1.[NH3:16]. (5) Given the product [NH:19]1[CH2:24][CH2:23][O:22][CH2:21][CH2:20]1.[NH2:1][C@H:2]([C:12]([OH:14])=[O:13])[CH2:3][O:4][CH2:5][C:6]1[CH:7]=[CH:8][CH:9]=[CH:10][CH:11]=1, predict the reactants needed to synthesize it. The reactants are: [NH:1]([N:19]1[CH2:24][CH2:23][O:22][CH2:21][CH2:20]1)[C@H:2]([C:12]([O:14]C(C)(C)C)=[O:13])[CH2:3][O:4][CH2:5][C:6]1[CH:11]=[CH:10][CH:9]=[CH:8][CH:7]=1.C(O)(C(F)(F)F)=O. (6) Given the product [F:1][C:2]([F:11])([F:12])[C:3]1[CH:4]=[C:5]([CH:6]([OH:7])[CH:13]=[CH2:14])[CH:8]=[CH:9][CH:10]=1, predict the reactants needed to synthesize it. The reactants are: [F:1][C:2]([F:12])([F:11])[C:3]1[CH:4]=[C:5]([CH:8]=[CH:9][CH:10]=1)[CH:6]=[O:7].[CH:13]([Mg]Br)=[CH2:14].[Cl-].[NH4+]. (7) Given the product [Cl:14][C:15]1[CH:16]=[C:17]([NH:21][C:22]([NH:13][C@H:10]2[CH2:9][CH2:8][C@@H:7]([C:1]3[CH:6]=[CH:5][CH:4]=[CH:3][CH:2]=3)[CH2:12][CH2:11]2)=[O:23])[CH:18]=[CH:19][CH:20]=1, predict the reactants needed to synthesize it. The reactants are: [C:1]1([C@@H:7]2[CH2:12][CH2:11][C@H:10]([NH2:13])[CH2:9][CH2:8]2)[CH:6]=[CH:5][CH:4]=[CH:3][CH:2]=1.[Cl:14][C:15]1[CH:16]=[C:17]([N:21]=[C:22]=[O:23])[CH:18]=[CH:19][CH:20]=1. (8) Given the product [CH:1]1([C:4]2[CH:5]=[N:6][C:7]([NH:14][C:15]3[CH:24]=[CH:23][C:22]4[C:17](=[CH:18][CH:19]=[CH:20][C:21]=4[C:25]4[CH:30]=[CH:29][CH:28]=[CH:27][CH:26]=4)[CH:16]=3)=[C:8]([CH:13]=2)[C:9]([OH:11])=[O:10])[CH2:2][CH2:3]1, predict the reactants needed to synthesize it. The reactants are: [CH:1]1([C:4]2[CH:5]=[N:6][C:7]([NH:14][C:15]3[CH:24]=[CH:23][C:22]4[C:17](=[CH:18][CH:19]=[CH:20][C:21]=4[C:25]4[CH:30]=[CH:29][CH:28]=[CH:27][CH:26]=4)[CH:16]=3)=[C:8]([CH:13]=2)[C:9]([O:11]C)=[O:10])[CH2:3][CH2:2]1.[OH-].[Na+]. (9) Given the product [CH3:21][C@H:2]1[C:3](=[O:4])[O:5][CH2:6][C@@H:7]([C:15]2[CH:16]=[CH:17][CH:18]=[CH:19][CH:20]=2)[C:8](=[O:9])[NH:10][CH2:11][CH2:12][CH:13]=[CH:14][CH2:1]1, predict the reactants needed to synthesize it. The reactants are: [CH3:1][C@H:2]([CH2:21]C=C)[C:3]([O:5][CH2:6][C@@H:7]([C:15]1[CH:20]=[CH:19][CH:18]=[CH:17][CH:16]=1)[C:8]([NH:10][CH2:11][CH2:12][CH:13]=[CH2:14])=[O:9])=[O:4]. (10) Given the product [F:1][C:2]1[CH:3]=[CH:4][C:5]([O:6][C:7]2[CH:24]=[C:23]([C:25]([F:31])([F:30])[C:26]([F:27])([F:29])[F:28])[CH:22]=[CH:21][C:8]=2[C:9]([NH:11][C:12]2[CH:13]=[CH:14][C:15]([C:18]([OH:20])=[O:19])=[N:16][CH:17]=2)=[O:10])=[CH:32][CH:33]=1, predict the reactants needed to synthesize it. The reactants are: [F:1][C:2]1[CH:33]=[CH:32][C:5]([O:6][C:7]2[CH:24]=[C:23]([C:25]([F:31])([F:30])[C:26]([F:29])([F:28])[F:27])[CH:22]=[CH:21][C:8]=2[C:9]([NH:11][C:12]2[CH:13]=[CH:14][C:15]([C:18]([OH:20])=[O:19])=[N:16][CH:17]=2)=[O:10])=[C:4](OC)[CH:3]=1.FC1C=CC(O)=CC=1.